This data is from Forward reaction prediction with 1.9M reactions from USPTO patents (1976-2016). The task is: Predict the product of the given reaction. Given the reactants [CH3:1][C:2]1[NH:6][C:5]2[C:7]([C:17]([O:19]C)=[O:18])=[CH:8][C:9]([N:11]3[CH2:16][CH2:15][O:14][CH2:13][CH2:12]3)=[CH:10][C:4]=2[N:3]=1.[CH3:21][C:22]1[CH:29]=[CH:28][C:27]([CH3:30])=[CH:26][C:23]=1[CH2:24]Br.C(=O)([O-])[O-].[K+].[K+].[OH-].[Li+], predict the reaction product. The product is: [CH3:21][C:22]1[CH:29]=[CH:28][C:27]([CH3:30])=[CH:26][C:23]=1[CH2:24][N:3]1[C:4]2[CH:10]=[C:9]([N:11]3[CH2:16][CH2:15][O:14][CH2:13][CH2:12]3)[CH:8]=[C:7]([C:17]([OH:19])=[O:18])[C:5]=2[N:6]=[C:2]1[CH3:1].